This data is from Full USPTO retrosynthesis dataset with 1.9M reactions from patents (1976-2016). The task is: Predict the reactants needed to synthesize the given product. (1) Given the product [CH3:10][O:9][C:7]1[CH:6]=[C:5]([C:11]2[N:16]=[CH:15][C:14]3[C:17]([I:20])=[N:18][N:19]([CH:22]4[CH2:23][CH2:24][CH2:25][CH2:26][O:21]4)[C:13]=3[CH:12]=2)[CH:4]=[C:3]([O:2][CH3:1])[CH:8]=1, predict the reactants needed to synthesize it. The reactants are: [CH3:1][O:2][C:3]1[CH:4]=[C:5]([C:11]2[N:16]=[CH:15][C:14]3[C:17]([I:20])=[N:18][NH:19][C:13]=3[CH:12]=2)[CH:6]=[C:7]([O:9][CH3:10])[CH:8]=1.[O:21]1[CH:26]=[CH:25][CH2:24][CH2:23][CH2:22]1.CS(O)(=O)=O.C(N(CC)CC)C. (2) Given the product [Cl:1][C:2]1[CH:7]=[CH:6][C:5]([C:8]2[N:9]=[C:10]([CH2:27][N:28]3[CH2:32][CH2:31][CH2:30][CH2:29]3)[C:11]([CH2:12][OH:13])=[CH:17][C:18]=2[C:19]2[CH:24]=[CH:23][C:22]([Cl:25])=[CH:21][C:20]=2[Cl:26])=[CH:4][CH:3]=1, predict the reactants needed to synthesize it. The reactants are: [Cl:1][C:2]1[CH:7]=[CH:6][C:5]([C:8]2[C:18]([C:19]3[CH:24]=[CH:23][C:22]([Cl:25])=[CH:21][C:20]=3[Cl:26])=[CH:17][C:11]([C:12](OCC)=[O:13])=[C:10]([CH2:27][N:28]3[CH2:32][CH2:31][CH2:30][CH2:29]3)[N:9]=2)=[CH:4][CH:3]=1.O.[OH-].[Na+]. (3) Given the product [CH3:21][C:22]1[CH:27]=[C:26]([CH3:28])[CH:25]=[CH:24][C:23]=1[CH:29]([C:31]1[CH:36]=[CH:35][CH:34]=[CH:33][CH:32]=1)[NH:30][C:9](=[O:11])[CH2:8][N:5]1[CH2:4][CH2:3][C:2]([CH3:1])([NH:12][CH2:13][C:14]2[C:15]([CH3:20])=[N:16][CH:17]=[CH:18][CH:19]=2)[CH2:7][CH2:6]1, predict the reactants needed to synthesize it. The reactants are: [CH3:1][C:2]1([NH:12][CH2:13][C:14]2[C:15]([CH3:20])=[N:16][CH:17]=[CH:18][CH:19]=2)[CH2:7][CH2:6][N:5]([CH2:8][C:9]([OH:11])=O)[CH2:4][CH2:3]1.[CH3:21][C:22]1[CH:27]=[C:26]([CH3:28])[CH:25]=[CH:24][C:23]=1[CH:29]([C:31]1[CH:36]=[CH:35][CH:34]=[CH:33][CH:32]=1)[NH2:30]. (4) Given the product [Cl:20][C:5]1[CH:4]=[CH:3][C:2]([C@@:36]2([O:57][CH3:22])[C@H:35]([OH:34])[C@@H:40]([OH:41])[C@H:39]([OH:46])[C@@H:38]([CH2:51][OH:52])[O:37]2)=[CH:7][C:6]=1[CH2:8][C:9]1[CH:14]=[CH:13][C:12]([O:15][CH2:16][CH3:17])=[C:11]([F:18])[C:10]=1[F:19], predict the reactants needed to synthesize it. The reactants are: Br[C:2]1[CH:3]=[CH:4][C:5]([Cl:20])=[C:6]([CH2:8][C:9]2[CH:14]=[CH:13][C:12]([O:15][CH2:16][CH3:17])=[C:11]([F:18])[C:10]=2[F:19])[CH:7]=1.[Li][CH2:22]CCC.CCCCCC.C[Si](C)(C)[O:34][C@@H:35]1[C@@H:40]([O:41][Si](C)(C)C)[C@H:39]([O:46][Si](C)(C)C)[C@@H:38]([CH2:51][O:52][Si](C)(C)C)[O:37][C:36]1=[O:57].CS(O)(=O)=O.